The task is: Regression. Given a peptide amino acid sequence and an MHC pseudo amino acid sequence, predict their binding affinity value. This is MHC class I binding data.. This data is from Peptide-MHC class I binding affinity with 185,985 pairs from IEDB/IMGT. (1) The peptide sequence is ELRQLAQSL. The MHC is HLA-A02:03 with pseudo-sequence HLA-A02:03. The binding affinity (normalized) is 0.0847. (2) The peptide sequence is SYIRYFTVF. The MHC is HLA-A02:19 with pseudo-sequence HLA-A02:19. The binding affinity (normalized) is 0.0847.